From a dataset of TCR-epitope binding with 47,182 pairs between 192 epitopes and 23,139 TCRs. Binary Classification. Given a T-cell receptor sequence (or CDR3 region) and an epitope sequence, predict whether binding occurs between them. (1) The epitope is MLNIPSINV. The TCR CDR3 sequence is CASSPFPSTDTQYF. Result: 0 (the TCR does not bind to the epitope). (2) The epitope is QVPLRPMTYK. The TCR CDR3 sequence is CASSRTGQGGETQYF. Result: 0 (the TCR does not bind to the epitope). (3) The epitope is YLNTLTLAV. The TCR CDR3 sequence is CASSLVRGITGELFF. Result: 0 (the TCR does not bind to the epitope).